Predict the product of the given reaction. From a dataset of Forward reaction prediction with 1.9M reactions from USPTO patents (1976-2016). (1) Given the reactants [CH2:1]([CH:3]([N:6]1[C:10]2=[N:11][C:12]([CH3:16])=[C:13]([OH:15])[N:14]=[C:9]2[C:8]([CH3:17])=[N:7]1)[CH2:4][CH3:5])[CH3:2].[F:18][C:19]([F:32])([F:31])[S:20](O[S:20]([C:19]([F:32])([F:31])[F:18])(=[O:22])=[O:21])(=[O:22])=[O:21].C(N(CC)CC)C, predict the reaction product. The product is: [CH2:1]([CH:3]([N:6]1[C:10]2=[N:11][C:12]([CH3:16])=[C:13]([O:15][S:20]([C:19]([F:32])([F:31])[F:18])(=[O:22])=[O:21])[N:14]=[C:9]2[C:8]([CH3:17])=[N:7]1)[CH2:4][CH3:5])[CH3:2]. (2) Given the reactants [CH2:1]([N:3]([S:14]([C:17]1[CH:22]=[CH:21][CH:20]=[C:19]([C:23](=[O:55])[NH:24][C:25]2[S:26][C:27]3[CH2:54][CH2:53][CH2:52][CH2:51][C:28]=3[C:29]=2[C:30](=[O:50])[NH:31][C:32]2[CH:37]=[CH:36][C:35]([CH2:38][CH2:39][C:40]3[CH:45]=[CH:44][C:43]([C:46]([O:48]C)=[O:47])=[CH:42][CH:41]=3)=[CH:34][CH:33]=2)[CH:18]=1)(=[O:16])=[O:15])[C:4]1[CH:13]=[CH:12][C:7]([C:8]([O:10]C)=[O:9])=[CH:6][CH:5]=1)[CH3:2].[OH-].[Na+], predict the reaction product. The product is: [C:46]([C:43]1[CH:44]=[CH:45][C:40]([CH2:39][CH2:38][C:35]2[CH:34]=[CH:33][C:32]([NH:31][C:30]([C:29]3[C:28]4[CH2:51][CH2:52][CH2:53][CH2:54][C:27]=4[S:26][C:25]=3[NH:24][C:23]([C:19]3[CH:18]=[C:17]([S:14]([N:3]([CH2:1][CH3:2])[C:4]4[CH:5]=[CH:6][C:7]([C:8]([OH:10])=[O:9])=[CH:12][CH:13]=4)(=[O:15])=[O:16])[CH:22]=[CH:21][CH:20]=3)=[O:55])=[O:50])=[CH:37][CH:36]=2)=[CH:41][CH:42]=1)([OH:48])=[O:47]. (3) Given the reactants C1(C)C=CC(C([C@@](C(O)=O)(O)[C@@](C(C2C=CC(C)=CC=2)=O)(O)C(O)=O)=O)=CC=1.[CH:29]([N:32]([CH2:36][CH2:37][C@@H:38]([C:45]1[CH:50]=[C:49]([Br:51])[CH:48]=[CH:47][C:46]=1[O:52][CH2:53][C:54]1[CH:59]=[CH:58][CH:57]=[CH:56][CH:55]=1)[C:39]1[CH:44]=[CH:43][CH:42]=[CH:41][CH:40]=1)[CH:33]([CH3:35])[CH3:34])([CH3:31])[CH3:30], predict the reaction product. The product is: [CH:29]([N:32]([CH2:36][CH2:37][C@@H:38]([C:45]1[CH:50]=[C:49]([Br:51])[CH:48]=[CH:47][C:46]=1[O:52][CH2:53][C:54]1[CH:55]=[CH:56][CH:57]=[CH:58][CH:59]=1)[C:39]1[CH:44]=[CH:43][CH:42]=[CH:41][CH:40]=1)[CH:33]([CH3:35])[CH3:34])([CH3:30])[CH3:31]. (4) The product is: [NH2:1][C:4]1[CH:5]=[N:6][C:7]([NH:10][C:11](=[O:13])[CH3:12])=[N:8][CH:9]=1. Given the reactants [N+:1]([C:4]1[CH:5]=[N:6][C:7]([NH:10][C:11](=[O:13])[CH3:12])=[N:8][CH:9]=1)([O-])=O, predict the reaction product. (5) The product is: [C:9]([C:12]1[CH:13]=[C:14]([CH:36]=[CH:37][CH:38]=1)[CH2:15][NH:16][C:17]1[CH:18]=[C:19]2[C:24](=[CH:25][CH:26]=1)[N:23]=[C:22]([N:27]1[CH:31]=[C:30]([C:32]([OH:34])=[O:33])[CH:29]=[N:28]1)[NH:21][C:20]2=[O:35])#[N:10]. Given the reactants C(=O)C1C=CC=CC=1.[C:9]([C:12]1[CH:13]=[C:14]([CH:36]=[CH:37][CH:38]=1)[CH2:15][NH:16][C:17]1[CH:18]=[C:19]2[C:24](=[CH:25][CH:26]=1)[N:23]=[C:22]([N:27]1[CH:31]=[C:30]([C:32]([OH:34])=[O:33])[CH:29]=[N:28]1)[NH:21][C:20]2=[O:35])(=O)[NH2:10].NC1C=C2C(=CC=1)N=C(N1C=C(C(O)=O)C=N1)NC2=O, predict the reaction product. (6) Given the reactants [C:1]([O:5][C:6]([NH:8][C@@H:9]([CH2:13][CH2:14][C:15]1[N:19]([CH2:20][CH2:21][CH2:22][CH2:23][CH3:24])[C:18]2[CH:25]=[C:26]([Cl:30])[C:27]([Cl:29])=[CH:28][C:17]=2[N:16]=1)[C:10]([OH:12])=O)=[O:7])([CH3:4])([CH3:3])[CH3:2].CCN=C=NCCCN(C)C.Cl.C1C=CC2N(O)N=NC=2C=1.[C:53]([O:72][NH2:73])([C:66]1[CH:71]=[CH:70][CH:69]=[CH:68][CH:67]=1)([C:60]1[CH:65]=[CH:64][CH:63]=[CH:62][CH:61]=1)[C:54]1[CH:59]=[CH:58][CH:57]=[CH:56][CH:55]=1, predict the reaction product. The product is: [C:1]([O:5][C:6]([NH:8][C@@H:9]([CH2:13][CH2:14][C:15]1[N:19]([CH2:20][CH2:21][CH2:22][CH2:23][CH3:24])[C:18]2[CH:25]=[C:26]([Cl:30])[C:27]([Cl:29])=[CH:28][C:17]=2[N:16]=1)[C:10]([NH:73][O:72][C:53]([C:54]1[CH:59]=[CH:58][CH:57]=[CH:56][CH:55]=1)([C:66]1[CH:67]=[CH:68][CH:69]=[CH:70][CH:71]=1)[C:60]1[CH:61]=[CH:62][CH:63]=[CH:64][CH:65]=1)=[O:12])=[O:7])([CH3:2])([CH3:3])[CH3:4]. (7) Given the reactants C(OC([N:8]1[CH2:12][CH2:11][CH2:10][CH:9]1[CH2:13][NH:14][C:15]1[CH:20]=[CH:19][C:18]([C:21](=[O:27])[N:22]([CH2:25][CH3:26])[CH2:23][CH3:24])=[CH:17][C:16]=1[O:28][C:29]1[CH:34]=[CH:33][CH:32]=[CH:31][CH:30]=1)=O)(C)(C)C.C(O)(C(F)(F)F)=O, predict the reaction product. The product is: [CH2:25]([N:22]([CH2:23][CH3:24])[C:21](=[O:27])[C:18]1[CH:19]=[CH:20][C:15]([NH:14][CH2:13][C@@H:9]2[CH2:10][CH2:11][CH2:12][NH:8]2)=[C:16]([O:28][C:29]2[CH:30]=[CH:31][CH:32]=[CH:33][CH:34]=2)[CH:17]=1)[CH3:26]. (8) Given the reactants FC1C=C(F)C=CC=1C1C=C(CO)C(=O)N(CC(C)C)N=1.[F:22][C:23]1[CH:24]=[C:25]([C:31]2[CH:32]=[C:33]([C:38]([O:40][CH3:41])=[O:39])[C:34](=[O:37])[NH:35][N:36]=2)[CH:26]=[CH:27][C:28]=1[O:29][CH3:30].[F:42][C:43]1[CH:44]=[C:45]([CH:48]=[CH:49][C:50]=1[F:51])[CH2:46]Br, predict the reaction product. The product is: [F:42][C:43]1[CH:44]=[C:45]([CH:48]=[CH:49][C:50]=1[F:51])[CH2:46][N:35]1[C:34](=[O:37])[C:33]([C:38]([O:40][CH3:41])=[O:39])=[CH:32][C:31]([C:25]2[CH:26]=[CH:27][C:28]([O:29][CH3:30])=[C:23]([F:22])[CH:24]=2)=[N:36]1. (9) Given the reactants [Cl:1][C:2]1[C:7]([S:8](=[O:12])(=[O:11])[NH:9][CH3:10])=[CH:6][C:5]([C:13]2[N:14]([C:32](Cl)=[O:33])[CH:15]([C:25]3[CH:30]=[CH:29][C:28]([Cl:31])=[CH:27][CH:26]=3)[CH:16]([C:18]3[CH:23]=[CH:22][C:21]([Cl:24])=[CH:20][CH:19]=3)[N:17]=2)=[C:4]([O:35][CH2:36][CH3:37])[CH:3]=1.O.[OH:39][N:40]1[C:44]2[CH:45]=[CH:46][CH:47]=[CH:48][C:43]=2[N:42]=[N:41]1.C(N(C(C)C)CC)(C)C, predict the reaction product. The product is: [N:40]1([O:39][C:32]([N:14]2[C@H:15]([C:25]3[CH:30]=[CH:29][C:28]([Cl:31])=[CH:27][CH:26]=3)[C@H:16]([C:18]3[CH:19]=[CH:20][C:21]([Cl:24])=[CH:22][CH:23]=3)[N:17]=[C:13]2[C:5]2[CH:6]=[C:7]([S:8](=[O:12])(=[O:11])[NH:9][CH3:10])[C:2]([Cl:1])=[CH:3][C:4]=2[O:35][CH2:36][CH3:37])=[O:33])[C:44]2[CH:45]=[CH:46][CH:47]=[CH:48][C:43]=2[N:42]=[N:41]1.